This data is from Catalyst prediction with 721,799 reactions and 888 catalyst types from USPTO. The task is: Predict which catalyst facilitates the given reaction. Reactant: [NH2:1][OH:2].O.[CH3:4][C:5]1[O:9][N:8]=[CH:7][C:6]=1[S:10](Cl)(=[O:12])=[O:11]. Product: [OH:2][NH:1][S:10]([C:6]1[CH:7]=[N:8][O:9][C:5]=1[CH3:4])(=[O:12])=[O:11]. The catalyst class is: 1.